This data is from Forward reaction prediction with 1.9M reactions from USPTO patents (1976-2016). The task is: Predict the product of the given reaction. The product is: [Cl:10][C:11]1[CH:16]=[CH:15][C:14]([N:1]2[C:9]3[C:4](=[CH:5][CH:6]=[CH:7][CH:8]=3)[CH:3]=[CH:2]2)=[CH:13][CH:12]=1. Given the reactants [NH:1]1[C:9]2[C:4](=[CH:5][CH:6]=[CH:7][CH:8]=2)[CH:3]=[CH:2]1.[Cl:10][C:11]1[CH:16]=[CH:15][C:14](I)=[CH:13][CH:12]=1, predict the reaction product.